This data is from Forward reaction prediction with 1.9M reactions from USPTO patents (1976-2016). The task is: Predict the product of the given reaction. (1) Given the reactants [CH2:1]([NH2:4])[C:2]#[CH:3].[Cl:5][C:6]1[C:15]([N+:16]([O-:18])=[O:17])=[C:14](Cl)[C:13]2[C:8](=[CH:9][CH:10]=[CH:11][CH:12]=2)[N:7]=1.C(N(CC)CC)C, predict the reaction product. The product is: [Cl:5][C:6]1[C:15]([N+:16]([O-:18])=[O:17])=[C:14]([NH:4][CH2:1][C:2]#[CH:3])[C:13]2[C:8](=[CH:9][CH:10]=[CH:11][CH:12]=2)[N:7]=1. (2) Given the reactants [CH3:1][N:2]([C:7]([O:9][CH2:10][C:11]1[CH:16]=[CH:15][CH:14]=[CH:13][CH:12]=1)=[O:8])[CH2:3][C:4]([OH:6])=O.C(N(C(C)C)CC)(C)C.O.ON1C2C=CC=CC=2N=N1.Cl.[CH3:38][NH:39][O:40][CH3:41].Cl.C(N=C=NCCCN(C)C)C.C(=O)([O-])O.[Na+], predict the reaction product. The product is: [CH2:10]([O:9][C:7](=[O:8])[N:2]([CH2:3][C:4]([N:39]([O:40][CH3:41])[CH3:38])=[O:6])[CH3:1])[C:11]1[CH:16]=[CH:15][CH:14]=[CH:13][CH:12]=1.